Dataset: Catalyst prediction with 721,799 reactions and 888 catalyst types from USPTO. Task: Predict which catalyst facilitates the given reaction. (1) Reactant: Cl[C:2]1[C:11]2=[N:12][N:13](CC3C=CC(OC)=CC=3)[CH:14]=[C:10]2[C:9]2[CH:8]=[C:7]([O:24][CH3:25])[CH:6]=[CH:5][C:4]=2[N:3]=1.[NH:26]1[C:30]2[CH:31]=[CH:32][C:33]([NH2:35])=[CH:34][C:29]=2[N:28]=[CH:27]1.Cl. Product: [NH:26]1[C:30]2[CH:31]=[CH:32][C:33]([NH:35][C:2]3[C:11]4=[N:12][NH:13][CH:14]=[C:10]4[C:9]4[CH:8]=[C:7]([O:24][CH3:25])[CH:6]=[CH:5][C:4]=4[N:3]=3)=[CH:34][C:29]=2[N:28]=[CH:27]1. The catalyst class is: 71. (2) Reactant: [CH2:1]([O:3][C:4]1[CH:38]=[CH:37][CH:36]=[CH:35][C:5]=1[O:6][C@@H:7]1[CH2:12][CH2:11][CH2:10][N:9]([C:13]2[N:18]=[CH:17][C:16]([C:19]([NH:21][CH2:22][C:23]3[CH:24]=[C:25]([CH:30]=[C:31]([O:33][CH3:34])[CH:32]=3)[C:26]([O:28]C)=[O:27])=[O:20])=[CH:15][N:14]=2)[CH2:8]1)[CH3:2].O[Li].O. Product: [CH2:1]([O:3][C:4]1[CH:38]=[CH:37][CH:36]=[CH:35][C:5]=1[O:6][C@@H:7]1[CH2:12][CH2:11][CH2:10][N:9]([C:13]2[N:14]=[CH:15][C:16]([C:19]([NH:21][CH2:22][C:23]3[CH:24]=[C:25]([CH:30]=[C:31]([O:33][CH3:34])[CH:32]=3)[C:26]([OH:28])=[O:27])=[O:20])=[CH:17][N:18]=2)[CH2:8]1)[CH3:2]. The catalyst class is: 20.